This data is from Full USPTO retrosynthesis dataset with 1.9M reactions from patents (1976-2016). The task is: Predict the reactants needed to synthesize the given product. Given the product [Zn+2:34].[Cl:1][C:2]1[C:10]2[CH:9]=[C:8]([O:11][CH2:12][C:13]3[CH:18]=[CH:17][C:16]([O:19][CH:20]([CH3:22])[CH3:21])=[C:15]([C:23]([F:24])([F:25])[F:26])[CH:14]=3)[CH:7]=[CH:6][C:5]=2[N:4]2[CH2:27][CH2:28][C@H:29]([CH2:30][C:31]([O-:33])=[O:32])[C:3]=12.[Cl:1][C:2]1[C:10]2[CH:9]=[C:8]([O:11][CH2:12][C:13]3[CH:18]=[CH:17][C:16]([O:19][CH:20]([CH3:22])[CH3:21])=[C:15]([C:23]([F:24])([F:25])[F:26])[CH:14]=3)[CH:7]=[CH:6][C:5]=2[N:4]2[CH2:27][CH2:28][C@H:29]([CH2:30][C:31]([O-:33])=[O:32])[C:3]=12, predict the reactants needed to synthesize it. The reactants are: [Cl:1][C:2]1[C:10]2[CH:9]=[C:8]([O:11][CH2:12][C:13]3[CH:18]=[CH:17][C:16]([O:19][CH:20]([CH3:22])[CH3:21])=[C:15]([C:23]([F:26])([F:25])[F:24])[CH:14]=3)[CH:7]=[CH:6][C:5]=2[N:4]2[CH2:27][CH2:28][C@H:29]([CH2:30][C:31]([OH:33])=[O:32])[C:3]=12.[Zn:34](OC(C)=O)OC(C)=O.O.